This data is from Reaction yield outcomes from USPTO patents with 853,638 reactions. The task is: Predict the reaction yield, written as a fraction of the theoretical maximum amount of product (1.0 means a 100% yield; for example, 0.34 means a 34% yield). (1) The reactants are C([N:3]([CH2:6][CH3:7])[CH2:4]C)C.[OH:8][C:9]1[CH:17]=[C:16]([O:18][C:19]2[N:24]=[CH:23][CH:22]=[CH:21][N:20]=2)[CH:15]=[CH:14][C:10]=1[C:11]([OH:13])=O.ClC(OC)=[O:27].NCCC1[C:34]([F:40])=[C:35]([NH2:39])[CH:36]=[CH:37][CH:38]=1. The catalyst is C(Cl)(Cl)Cl.C(OCC)(=O)C.O. The product is [NH2:39][C:35]1[C:34]([F:40])=[C:7]([CH:38]=[CH:37][CH:36]=1)[CH2:6][N:3]1[C:11](=[O:13])[C:10]2[CH:14]=[CH:15][C:16]([O:18][C:19]3[N:24]=[CH:23][CH:22]=[CH:21][N:20]=3)=[CH:17][C:9]=2[O:8][C:4]1=[O:27]. The yield is 0.160. (2) The reactants are N1[C:5]2([CH2:9][O:8][C:7]([SH:10])=[N:6]2)[CH2:4][O:3]C=1S.Br[CH2:13][CH2:14][C:15]([F:19])=[C:16]([F:18])[F:17].C(=O)([O-])[O-].[K+].[K+]. The catalyst is C(#N)C. The product is [OH:3][CH2:4][C:5]1[N:6]=[C:7]([S:10][CH2:13][CH2:14][C:15]([F:19])=[C:16]([F:18])[F:17])[O:8][CH:9]=1. The yield is 0.742.